From a dataset of Forward reaction prediction with 1.9M reactions from USPTO patents (1976-2016). Predict the product of the given reaction. (1) Given the reactants [Cl:1][C:2]1[CH:7]=[C:6]([C:8]2[NH:9][C:10]3[C:15]([CH:16]=2)=[C:14]([F:17])[CH:13]=[CH:12][CH:11]=3)[N:5]=[C:4](N)[CH:3]=1.N([O-])=[O:20].[Na+], predict the reaction product. The product is: [Cl:1][C:2]1[CH:7]=[C:6]([C:8]2[NH:9][C:10]3[C:15]([CH:16]=2)=[C:14]([F:17])[CH:13]=[CH:12][CH:11]=3)[NH:5][C:4](=[O:20])[CH:3]=1. (2) Given the reactants [NH2:1][C:2]1[C:3]2[N:4]([C:8]([C@@H:30]3[CH2:35][CH2:34][CH2:33][CH2:32][NH:31]3)=[N:9][C:10]=2[C:11]2[CH:28]=[CH:27][C:14]([C:15]([NH:17][C:18]3[CH:23]=[C:22]([CH2:24][CH2:25][CH3:26])[CH:21]=[CH:20][N:19]=3)=[O:16])=[C:13]([F:29])[CH:12]=2)[CH:5]=[CH:6][N:7]=1.[C:36](O)(=[O:39])[CH:37]=[CH2:38], predict the reaction product. The product is: [C:36]([N:31]1[CH2:32][CH2:33][CH2:34][CH2:35][C@H:30]1[C:8]1[N:4]2[CH:5]=[CH:6][N:7]=[C:2]([NH2:1])[C:3]2=[C:10]([C:11]2[CH:28]=[CH:27][C:14]([C:15]([NH:17][C:18]3[CH:23]=[C:22]([CH2:24][CH2:25][CH3:26])[CH:21]=[CH:20][N:19]=3)=[O:16])=[C:13]([F:29])[CH:12]=2)[N:9]=1)(=[O:39])[CH:37]=[CH2:38]. (3) Given the reactants [NH2:1][C:2]1[S:3][CH:4]=[CH:5][N:6]=1.[C:7]([N+:11]#[C-:12])([CH3:10])([CH3:9])[CH3:8].[Cl:13][C:14]1[C:21]([Cl:22])=[CH:20][CH:19]=[CH:18][C:15]=1[CH:16]=O, predict the reaction product. The product is: [C:7]([NH:11][C:12]1[N:6]2[C:2]([S:3][CH:4]=[CH:5]2)=[N:1][C:16]=1[C:15]1[CH:18]=[CH:19][CH:20]=[C:21]([Cl:22])[C:14]=1[Cl:13])([CH3:10])([CH3:9])[CH3:8]. (4) Given the reactants [F:1][C:2]1[CH:3]=[C:4]([C:12]2[CH:17]=[CH:16][C:15]([O:18][CH3:19])=[CH:14][CH:13]=2)[CH:5]=[CH:6][C:7]=1[C:8](OC)=[O:9].[H-].[H-].[H-].[H-].[Li+].[Al+3].[NH4+].[Cl-], predict the reaction product. The product is: [F:1][C:2]1[CH:3]=[C:4]([C:12]2[CH:17]=[CH:16][C:15]([O:18][CH3:19])=[CH:14][CH:13]=2)[CH:5]=[CH:6][C:7]=1[CH2:8][OH:9]. (5) Given the reactants [CH3:1][O:2][C:3]1[C:4]([NH:14][C:15](=[O:19])OCC)=[N:5][C:6]2[C:11]([N:12]=1)=[CH:10][C:9]([CH3:13])=[CH:8][CH:7]=2.[N+:20]([C:23]1[CH:28]=[CH:27][C:26]([N:29]2[CH2:34][CH2:33][NH:32][CH2:31][CH2:30]2)=[CH:25][CH:24]=1)([O-:22])=[O:21], predict the reaction product. The product is: [CH3:1][O:2][C:3]1[C:4]([NH:14][C:15]([N:32]2[CH2:33][CH2:34][N:29]([C:26]3[CH:25]=[CH:24][C:23]([N+:20]([O-:22])=[O:21])=[CH:28][CH:27]=3)[CH2:30][CH2:31]2)=[O:19])=[N:5][C:6]2[C:11]([N:12]=1)=[CH:10][C:9]([CH3:13])=[CH:8][CH:7]=2. (6) Given the reactants Br[C:2]1[CH:7]=[CH:6][C:5]([C@@:8]2([CH3:15])[C:12](=[O:13])[NH:11][C:10](=[O:14])[NH:9]2)=[CH:4][CH:3]=1.[Cu][C:17]#[N:18].O.Cl, predict the reaction product. The product is: [C:17]([C:2]1[CH:7]=[CH:6][C:5]([C@@:8]2([CH3:15])[C:12](=[O:13])[NH:11][C:10](=[O:14])[NH:9]2)=[CH:4][CH:3]=1)#[N:18]. (7) Given the reactants [OH:1][C:2]1[C:14]2[C:13]3C=[CH:11][C:10]([C:15]([F:18])([F:17])[F:16])=[CH:9][C:8]=3[NH:7][C:6]=2[C:5](C#N)=[CH:4][N:3]=1.[C:21]([O-])([O-])=O.[K+].[K+].CI.[NH4+].[Cl-].[CH3:31][N:32]([CH:34]=O)[CH3:33], predict the reaction product. The product is: [CH3:21][O:1][C:2]1[C:14]2[C:13]3[CH:8]=[CH:9][C:10]([C:15]([F:18])([F:17])[F:16])=[CH:11][C:33]=3[N:32]([CH3:31])[C:34]=2[C:5]([C:6]#[N:7])=[CH:4][N:3]=1. (8) Given the reactants [O:1]1[C:5]2[CH:6]=[CH:7][C:8]([C:10]3[C:11]([C:15]4[CH:20]=[CH:19][CH:18]=[C:17]([Br:21])[N:16]=4)=[N:12][NH:13][CH:14]=3)=[CH:9][C:4]=2[O:3][CH2:2]1.[CH3:22][N:23]([CH3:28])[S:24](Cl)(=[O:26])=[O:25].C(N(CC)CC)C, predict the reaction product. The product is: [CH3:22][N:23]([CH3:28])[S:24]([N:13]1[CH:14]=[C:10]([C:8]2[CH:7]=[CH:6][C:5]3[O:1][CH2:2][O:3][C:4]=3[CH:9]=2)[C:11]([C:15]2[CH:20]=[CH:19][CH:18]=[C:17]([Br:21])[N:16]=2)=[N:12]1)(=[O:26])=[O:25].